This data is from Full USPTO retrosynthesis dataset with 1.9M reactions from patents (1976-2016). The task is: Predict the reactants needed to synthesize the given product. (1) Given the product [CH2:16]([O:15][CH:4]([CH2:5][C:6]1[CH:7]=[C:8]2[C:12](=[CH:13][CH:14]=1)[N:11]([CH2:22][C:23]1[N:24]=[C:25]([C:29]3[CH:30]=[CH:31][C:32]([C:35]([F:38])([F:37])[F:36])=[CH:33][CH:34]=3)[O:26][C:27]=1[CH3:28])[CH:10]=[CH:9]2)[C:3]([OH:2])=[O:20])[CH2:17][CH:18]=[CH2:19], predict the reactants needed to synthesize it. The reactants are: C[O:2][C:3](=[O:20])[CH:4]([O:15][CH2:16][CH2:17][CH:18]=[CH2:19])[CH2:5][C:6]1[CH:7]=[C:8]2[C:12](=[CH:13][CH:14]=1)[NH:11][CH:10]=[CH:9]2.Cl[CH2:22][C:23]1[N:24]=[C:25]([C:29]2[CH:34]=[CH:33][C:32]([C:35]([F:38])([F:37])[F:36])=[CH:31][CH:30]=2)[O:26][C:27]=1[CH3:28]. (2) Given the product [CH:1]([O:4][C:5]([N:7]([CH2:18][CH2:19][C:20]1[CH:25]=[CH:24][C:23]([NH2:26])=[CH:22][CH:21]=1)[CH2:8][C:9]1[CH:14]=[CH:13][C:12]([NH2:15])=[CH:11][CH:10]=1)=[O:6])([CH3:3])[CH3:2], predict the reactants needed to synthesize it. The reactants are: [CH:1]([O:4][C:5]([N:7]([CH2:18][CH2:19][C:20]1[CH:25]=[CH:24][C:23]([N+:26]([O-])=O)=[CH:22][CH:21]=1)[CH2:8][C:9]1[CH:14]=[CH:13][C:12]([N+:15]([O-])=O)=[CH:11][CH:10]=1)=[O:6])([CH3:3])[CH3:2].[H][H].